From a dataset of Experimentally validated miRNA-target interactions with 360,000+ pairs, plus equal number of negative samples. Binary Classification. Given a miRNA mature sequence and a target amino acid sequence, predict their likelihood of interaction. The miRNA is hsa-miR-187-3p with sequence UCGUGUCUUGUGUUGCAGCCGG. The protein sequence of the target gene is MEIVWEVLFLLQANFIVCISAQQNSPKIHEGWWAYKEVVQGSFVPVPSFWGLVNSAWNLCSVGKRQSPVNIETSHMIFDPFLTPLRINTGGRKVSGTMYNTGRHVSLRLDKEHLVNISGGPMTYSHRLEEIRLHFGSEDSQGSEHLLNGQAFSGEVQLIHYNHELYTNVTEAAKSPNGLVVVSIFIKVSDSSNPFLNRMLNRDTITRITYKNDAYLLQGLNIEELYPETSSFITYDGSMTIPPCYETASWIIMNKPVYITRMQMHSLRLLSQNQPSQIFLSMSDNFRPVQPLNNRCIRTN.... Result: 0 (no interaction).